Dataset: Full USPTO retrosynthesis dataset with 1.9M reactions from patents (1976-2016). Task: Predict the reactants needed to synthesize the given product. (1) Given the product [CH2:3]([C:14]1([NH:13][CH2:6][C:7]2[CH:8]=[CH:9][CH:10]=[CH:11][CH:12]=2)[CH2:23][CH2:22][C:17]2([O:18][CH2:19][CH2:20][O:21]2)[CH2:16][CH2:15]1)[CH:2]=[CH2:1], predict the reactants needed to synthesize it. The reactants are: [CH2:1]([Mg]Br)[CH:2]=[CH2:3].[CH2:6]([N:13]=[C:14]1[CH2:23][CH2:22][C:17]2([O:21][CH2:20][CH2:19][O:18]2)[CH2:16][CH2:15]1)[C:7]1[CH:12]=[CH:11][CH:10]=[CH:9][CH:8]=1.[Cl-].[NH4+]. (2) Given the product [Br:7][C:8]1[CH:9]=[C:10]([O:4][CH3:1])[C:11]([Cl:14])=[N:12][CH:13]=1, predict the reactants needed to synthesize it. The reactants are: [C:1](=[O:4])([O-])[O-].[K+].[K+].[Br:7][C:8]1[CH:9]=[C:10](O)[C:11]([Cl:14])=[N:12][CH:13]=1.IC.C1COCC1. (3) Given the product [CH:27]1([C:30]([OH:40])([C:34]2[CH:39]=[CH:38][CH:37]=[CH:36][N:35]=2)[C:31]([N:16]2[CH2:17][CH2:18][CH2:19][C@H:15]2[C:14]([NH:13][CH2:12][C:11]2[CH:21]=[C:22]([Cl:25])[CH:23]=[CH:24][C:10]=2[CH2:9][NH:8][C:6]([O:5][C:1]([CH3:4])([CH3:2])[CH3:3])=[O:7])=[O:20])=[O:32])[CH2:29][CH2:28]1, predict the reactants needed to synthesize it. The reactants are: [C:1]([O:5][C:6]([NH:8][CH2:9][C:10]1[CH:24]=[CH:23][C:22]([Cl:25])=[CH:21][C:11]=1[CH2:12][NH:13][C:14](=[O:20])[C@@H:15]1[CH2:19][CH2:18][CH2:17][NH:16]1)=[O:7])([CH3:4])([CH3:3])[CH3:2].[Na].[CH:27]1([C:30]([OH:40])([C:34]2[CH:39]=[CH:38][CH:37]=[CH:36][N:35]=2)[C:31](O)=[O:32])[CH2:29][CH2:28]1.CN1CCOCC1.CN([P+](ON1N=NC2C=CC=CC1=2)(N(C)C)N(C)C)C.F[P-](F)(F)(F)(F)F. (4) Given the product [CH3:8][C:6]1[CH:7]=[C:2]2[O:10][C:12](=[S:14])[NH:9][C:3]2=[N:4][CH:5]=1, predict the reactants needed to synthesize it. The reactants are: Br[C:2]1[C:3]([NH2:9])=[N:4][CH:5]=[C:6]([CH3:8])[CH:7]=1.[OH-:10].[K+].[C:12](=[S:14])=S. (5) Given the product [CH3:1][C:2]1[O:6][N:5]=[C:4]([C:7]2[CH:8]=[CH:9][CH:10]=[CH:11][CH:12]=2)[C:3]=1[C:13]1[N:14]=[CH:15][N:16]([C:18]2[CH:26]=[CH:25][C:21]([C:22]([NH:36][CH2:35][CH2:34][CH2:33][N:27]3[CH2:32][CH2:31][O:30][CH2:29][CH2:28]3)=[O:24])=[CH:20][CH:19]=2)[CH:17]=1, predict the reactants needed to synthesize it. The reactants are: [CH3:1][C:2]1[O:6][N:5]=[C:4]([C:7]2[CH:12]=[CH:11][CH:10]=[CH:9][CH:8]=2)[C:3]=1[C:13]1[N:14]=[CH:15][N:16]([C:18]2[CH:26]=[CH:25][C:21]([C:22]([OH:24])=O)=[CH:20][CH:19]=2)[CH:17]=1.[N:27]1([CH2:33][CH2:34][CH2:35][NH2:36])[CH2:32][CH2:31][O:30][CH2:29][CH2:28]1.